From a dataset of TCR-epitope binding with 47,182 pairs between 192 epitopes and 23,139 TCRs. Binary Classification. Given a T-cell receptor sequence (or CDR3 region) and an epitope sequence, predict whether binding occurs between them. (1) The TCR CDR3 sequence is CASSLSGYEQYF. The epitope is RLRAEAQVK. Result: 1 (the TCR binds to the epitope). (2) The epitope is MPASWVMRI. The TCR CDR3 sequence is CASTGLAGSDTQYF. Result: 1 (the TCR binds to the epitope). (3) The epitope is KAYNVTQAF. The TCR CDR3 sequence is CASSDSLNTEAFF. Result: 0 (the TCR does not bind to the epitope). (4) The epitope is RQLLFVVEV. Result: 1 (the TCR binds to the epitope). The TCR CDR3 sequence is CASSFSRAGDRIQPYF. (5) Result: 0 (the TCR does not bind to the epitope). The epitope is KMKDLSPRW. The TCR CDR3 sequence is CASSLGGQGSFNQPQHF.